From a dataset of Reaction yield outcomes from USPTO patents with 853,638 reactions. Predict the reaction yield, written as a fraction of the theoretical maximum amount of product (1.0 means a 100% yield; for example, 0.34 means a 34% yield). (1) The reactants are [Br:1][C:2]1[N:7]=[C:6]([CH2:8]O)[CH:5]=[CH:4][CH:3]=1.CCN(S(F)(F)[F:16])CC. The catalyst is C(Cl)Cl. The product is [Br:1][C:2]1[CH:3]=[CH:4][CH:5]=[C:6]([CH2:8][F:16])[N:7]=1. The yield is 0.790. (2) The reactants are Br[C:2]1[CH:15]=[CH:14][C:13]2[C:4](=[C:5]([C:22]3[CH:27]=[CH:26][CH:25]=[CH:24][CH:23]=3)[C:6]3[C:11]([C:12]=2[C:16]2[CH:21]=[CH:20][CH:19]=[CH:18][CH:17]=2)=[CH:10][CH:9]=[CH:8][CH:7]=3)[CH:3]=1.C([Li])CCC.C[O:34][B:35](OC)[O:36]C.Cl. The catalyst is C1COCC1. The product is [C:16]1([C:12]2[C:11]3[C:6]([C:5]([C:4]4[CH:13]=[CH:14][CH:15]=[CH:2][CH:3]=4)=[C:22]4[C:23]=2[CH:24]=[C:25]([B:35]([OH:36])[OH:34])[CH:26]=[CH:27]4)=[CH:7][CH:8]=[CH:9][CH:10]=3)[CH:21]=[CH:20][CH:19]=[CH:18][CH:17]=1. The yield is 0.800. (3) The reactants are [C:1]1([C:7]2[N:8]=[C:9]3[C:15]4[CH:16]=[CH:17][CH:18]=[CH:19][C:14]=4[NH:13][C:12]4[N:20]=[CH:21][CH:22]=[CH:23][C:11]=4[N:10]3[C:24]=2[C:25]2[CH:30]=[CH:29][C:28]([C:31]3([NH:35]C(=O)OC(C)(C)C)[CH2:34][O:33][CH2:32]3)=[CH:27][CH:26]=2)[CH:6]=[CH:5][CH:4]=[CH:3][CH:2]=1.FC(F)(F)C(O)=O. The catalyst is ClCCl. The product is [C:1]1([C:7]2[N:8]=[C:9]3[C:15]4[CH:16]=[CH:17][CH:18]=[CH:19][C:14]=4[NH:13][C:12]4[N:20]=[CH:21][CH:22]=[CH:23][C:11]=4[N:10]3[C:24]=2[C:25]2[CH:26]=[CH:27][C:28]([C:31]3([NH2:35])[CH2:32][O:33][CH2:34]3)=[CH:29][CH:30]=2)[CH:2]=[CH:3][CH:4]=[CH:5][CH:6]=1. The yield is 0.680. (4) The reactants are [CH3:1][N:2]([C:10]1[CH:15]=[CH:14][CH:13]=[CH:12][CH:11]=1)[C:3]([C:5]1[CH:9]=[CH:8][NH:7][N:6]=1)=[O:4].Cl[C:17]([O:19][CH2:20][C:21]1[CH:26]=[CH:25][CH:24]=[CH:23][C:22]=1[Cl:27])=[O:18]. The catalyst is CN(C1C=CN=CC=1)C.ClCCl. The product is [Cl:27][C:22]1[CH:23]=[CH:24][CH:25]=[CH:26][C:21]=1[CH2:20][O:19][C:17]([N:7]1[CH:8]=[CH:9][C:5]([C:3](=[O:4])[N:2]([CH3:1])[C:10]2[CH:15]=[CH:14][CH:13]=[CH:12][CH:11]=2)=[N:6]1)=[O:18]. The yield is 0.270. (5) The reactants are C(NC1C=CC(C2C=C3C(CN([C@@H](C(C)C)C(OC)=O)C3=O)=CC=2)=CC=1)(=O)C1C=CC=CC=1.[NH2:34][C:35]1[CH:40]=[CH:39][C:38]([C:41]2[CH:49]=[C:48]3[C:44]([CH2:45][N:46]([C:51]4([C:56]([O:58][CH3:59])=[O:57])[CH2:55][CH2:54][CH2:53][CH2:52]4)[C:47]3=[O:50])=[CH:43][CH:42]=2)=[CH:37][CH:36]=1.[C:60]([C:64]1[CH:72]=[CH:71][C:67]([C:68](Cl)=[O:69])=[CH:66][CH:65]=1)([CH3:63])([CH3:62])[CH3:61]. No catalyst specified. The product is [C:60]([C:64]1[CH:65]=[CH:66][C:67]([C:68]([NH:34][C:35]2[CH:36]=[CH:37][C:38]([C:41]3[CH:49]=[C:48]4[C:44]([CH2:45][N:46]([C:51]5([C:56]([O:58][CH3:59])=[O:57])[CH2:55][CH2:54][CH2:53][CH2:52]5)[C:47]4=[O:50])=[CH:43][CH:42]=3)=[CH:39][CH:40]=2)=[O:69])=[CH:71][CH:72]=1)([CH3:63])([CH3:61])[CH3:62]. The yield is 0.790. (6) The reactants are C([N:3]([CH2:15][CH3:16])[C:4](=[O:14])[C:5]1[CH:10]=[CH:9][C:8]([O:11][CH3:12])=[CH:7][C:6]=1C)C.C([Li])(C)(C)C.[N:22]1(C#N)[CH2:26][CH2:25][CH2:24][CH2:23]1. The catalyst is C1COCC1. The product is [CH3:12][O:11][C:8]1[CH:9]=[C:10]2[C:5](=[CH:6][CH:7]=1)[C:4]([OH:14])=[N:3][C:15]([N:22]1[CH2:26][CH2:25][CH2:24][CH2:23]1)=[CH:16]2. The yield is 1.00. (7) The reactants are [C:1]1([C:7]2[O:11][N:10]=[C:9]([C:12]([O:14]CC)=[O:13])[C:8]=2[C:17]([F:20])([F:19])[F:18])[CH:6]=[CH:5][CH:4]=[CH:3][CH:2]=1.O.[OH-].[Li+]. The catalyst is CO.O. The product is [C:1]1([C:7]2[O:11][N:10]=[C:9]([C:12]([OH:14])=[O:13])[C:8]=2[C:17]([F:19])([F:20])[F:18])[CH:2]=[CH:3][CH:4]=[CH:5][CH:6]=1. The yield is 0.960. (8) The reactants are [C:1]([O:5][C:6]([N:8]1[CH2:13][CH2:12][N:11]([C:14]2[C:19]([CH3:20])=[CH:18][N:17]=[C:16]([NH:21][C:22]3[CH:30]=[CH:29][C:25]([C:26]([OH:28])=O)=[CH:24][C:23]=3[N+:31]([O-:33])=[O:32])[N:15]=2)[CH2:10][CH2:9]1)=[O:7])([CH3:4])([CH3:3])[CH3:2].[CH3:34][N:35]1[CH2:40][CH2:39][CH:38]([NH2:41])[CH2:37][CH2:36]1.CN(C(ON1N=NC2C=CC=NC1=2)=[N+](C)C)C.F[P-](F)(F)(F)(F)F.CCN(C(C)C)C(C)C. The catalyst is CN(C=O)C.CCOC(C)=O. The product is [CH3:20][C:19]1[C:14]([N:11]2[CH2:10][CH2:9][N:8]([C:6]([O:5][C:1]([CH3:2])([CH3:3])[CH3:4])=[O:7])[CH2:13][CH2:12]2)=[N:15][C:16]([NH:21][C:22]2[CH:30]=[CH:29][C:25]([C:26](=[O:28])[NH:41][CH:38]3[CH2:39][CH2:40][N:35]([CH3:34])[CH2:36][CH2:37]3)=[CH:24][C:23]=2[N+:31]([O-:33])=[O:32])=[N:17][CH:18]=1. The yield is 0.800.